From a dataset of Peptide-MHC class II binding affinity with 134,281 pairs from IEDB. Regression. Given a peptide amino acid sequence and an MHC pseudo amino acid sequence, predict their binding affinity value. This is MHC class II binding data. (1) The peptide sequence is AVFEAALTKAITAMS. The MHC is HLA-DPA10103-DPB10201 with pseudo-sequence HLA-DPA10103-DPB10201. The binding affinity (normalized) is 0.331. (2) The peptide sequence is LTQPLQQLTSLFSQV. The MHC is DRB1_0405 with pseudo-sequence DRB1_0405. The binding affinity (normalized) is 0.614. (3) The peptide sequence is KLRFTCLSSTGSSCL. The MHC is HLA-DQA10101-DQB10501 with pseudo-sequence HLA-DQA10101-DQB10501. The binding affinity (normalized) is 0.369. (4) The peptide sequence is MGDDHFWAVRGGGGE. The MHC is HLA-DQA10201-DQB10202 with pseudo-sequence HLA-DQA10201-DQB10202. The binding affinity (normalized) is 0.0989. (5) The MHC is HLA-DQA10501-DQB10301 with pseudo-sequence HLA-DQA10501-DQB10301. The binding affinity (normalized) is 0.330. The peptide sequence is EKKYFAATQFKPLAA. (6) The peptide sequence is YLEDARRLKAIYEKKK. The MHC is DRB5_0101 with pseudo-sequence DRB5_0101. The binding affinity (normalized) is 0.571.